From a dataset of Peptide-MHC class II binding affinity with 134,281 pairs from IEDB. Regression. Given a peptide amino acid sequence and an MHC pseudo amino acid sequence, predict their binding affinity value. This is MHC class II binding data. The peptide sequence is SKKDKFVAANAGGTV. The MHC is HLA-DQA10102-DQB10502 with pseudo-sequence HLA-DQA10102-DQB10502. The binding affinity (normalized) is 0.332.